Dataset: Forward reaction prediction with 1.9M reactions from USPTO patents (1976-2016). Task: Predict the product of the given reaction. The product is: [F:19][C:20]1[CH:21]=[C:22]([C:2]2[CH:7]=[CH:6][C:5]([NH:8][C:9]3[N:13]=[C:12]([NH2:14])[NH:11][N:10]=3)=[CH:4][C:3]=2[C:15]([F:18])([F:17])[F:16])[CH:23]=[CH:24][C:25]=1[F:26]. Given the reactants Br[C:2]1[CH:7]=[CH:6][C:5]([NH:8][C:9]2[N:13]=[C:12]([NH2:14])[NH:11][N:10]=2)=[CH:4][C:3]=1[C:15]([F:18])([F:17])[F:16].[F:19][C:20]1[CH:21]=[C:22](B(O)O)[CH:23]=[CH:24][C:25]=1[F:26].C(=O)([O-])[O-].[K+].[K+].[OH-].[NH4+], predict the reaction product.